Dataset: Catalyst prediction with 721,799 reactions and 888 catalyst types from USPTO. Task: Predict which catalyst facilitates the given reaction. (1) Product: [ClH:1].[Cl:1][C:2]1[CH:3]=[CH:4][C:5]([NH:8][C:9](=[O:41])[C:10]2[CH:15]=[CH:14][CH:13]=[C:12]([OH:16])[C:11]=2[NH:17][C:18](=[O:40])[C:19]2[CH:24]=[CH:23][C:22]([C:25]3[C:26](=[O:39])[N:27]([CH2:31][CH2:32][N:33]4[CH2:34][CH2:35][N:36]([S:43]([CH3:42])(=[O:45])=[O:44])[CH2:37][CH2:38]4)[CH:28]=[CH:29][CH:30]=3)=[CH:21][CH:20]=2)=[N:6][CH:7]=1. The catalyst class is: 17. Reactant: [Cl:1][C:2]1[CH:3]=[CH:4][C:5]([NH:8][C:9](=[O:41])[C:10]2[CH:15]=[CH:14][CH:13]=[C:12]([OH:16])[C:11]=2[NH:17][C:18](=[O:40])[C:19]2[CH:24]=[CH:23][C:22]([C:25]3[C:26](=[O:39])[N:27]([CH2:31][CH2:32][N:33]4[CH2:38][CH2:37][NH:36][CH2:35][CH2:34]4)[CH:28]=[CH:29][CH:30]=3)=[CH:21][CH:20]=2)=[N:6][CH:7]=1.[CH3:42][S:43](Cl)(=[O:45])=[O:44]. (2) Reactant: [OH:1][C:2]1[CH:3]=[C:4]([CH:7]=[C:8]([CH:10]([CH3:12])[CH3:11])[CH:9]=1)[CH:5]=[O:6].[N:13]1([C:19](Cl)=[O:20])[CH2:18][CH2:17][O:16][CH2:15][CH2:14]1.CCN(CC)CC.C([O-])(O)=O.[Na+]. Product: [N:13]1([C:19]([O:1][C:2]2[CH:9]=[C:8]([CH:10]([CH3:12])[CH3:11])[CH:7]=[C:4]([CH:5]=[O:6])[CH:3]=2)=[O:20])[CH2:18][CH2:17][O:16][CH2:15][CH2:14]1. The catalyst class is: 2.